This data is from Peptide-MHC class I binding affinity with 185,985 pairs from IEDB/IMGT. The task is: Regression. Given a peptide amino acid sequence and an MHC pseudo amino acid sequence, predict their binding affinity value. This is MHC class I binding data. (1) The peptide sequence is EVATRFNTM. The MHC is HLA-A69:01 with pseudo-sequence HLA-A69:01. The binding affinity (normalized) is 0.787. (2) The peptide sequence is RTLDKVLEV. The MHC is HLA-A02:01 with pseudo-sequence HLA-A02:01. The binding affinity (normalized) is 0.659. (3) The peptide sequence is SNIDFKIKK. The MHC is HLA-A02:03 with pseudo-sequence HLA-A02:03. The binding affinity (normalized) is 0.0516. (4) The peptide sequence is VLPPLSADL. The MHC is HLA-B07:02 with pseudo-sequence HLA-B07:02. The binding affinity (normalized) is 0.0847. (5) The peptide sequence is TQIQTRRSF. The binding affinity (normalized) is 0.0847. The MHC is HLA-A01:01 with pseudo-sequence HLA-A01:01. (6) The peptide sequence is QWNLVIGFLF. The MHC is Patr-A0901 with pseudo-sequence Patr-A0901. The binding affinity (normalized) is 0.405. (7) The peptide sequence is VVPDGYNL. The MHC is Mamu-A01 with pseudo-sequence Mamu-A01. The binding affinity (normalized) is 0.852. (8) The peptide sequence is TQDFTEVQL. The MHC is Mamu-A2201 with pseudo-sequence Mamu-A2201. The binding affinity (normalized) is 0. (9) The peptide sequence is RSSPASFEKK. The MHC is H-2-Db with pseudo-sequence H-2-Db. The binding affinity (normalized) is 0.